Dataset: Catalyst prediction with 721,799 reactions and 888 catalyst types from USPTO. Task: Predict which catalyst facilitates the given reaction. (1) Reactant: [CH2:1]([O:8][C:9](=[O:32])[C:10]([NH:12][C:13]1[CH:31]=[CH:30][C:16]([CH2:17][C@@H:18]([C:24]([O:26]CC=C)=[O:25])[NH:19][C:20]([O:22][CH3:23])=[O:21])=[CH:15][CH:14]=1)=[O:11])[C:2]1[CH:7]=[CH:6][CH:5]=[CH:4][CH:3]=1.N1CCOCC1. Product: [CH2:1]([O:8][C:9](=[O:32])[C:10]([NH:12][C:13]1[CH:31]=[CH:30][C:16]([CH2:17][C@@H:18]([C:24]([OH:26])=[O:25])[NH:19][C:20]([O:22][CH3:23])=[O:21])=[CH:15][CH:14]=1)=[O:11])[C:2]1[CH:7]=[CH:6][CH:5]=[CH:4][CH:3]=1. The catalyst class is: 668. (2) Reactant: [F:1][C:2]([F:33])([C:18]1[N:22]2[CH:23]=[C:24]([C:27]3[CH:28]=[N:29][N:30]([CH3:32])[CH:31]=3)[CH:25]=[CH:26][C:21]2=[N:20][N:19]=1)[C:3]1[CH:4]=[CH:5][C:6]2[N:7]([CH:9]=[C:10]([NH:12]C(C3CC3)=O)[N:11]=2)[N:8]=1.CO.O. Product: [F:33][C:2]([F:1])([C:18]1[N:22]2[CH:23]=[C:24]([C:27]3[CH:28]=[N:29][N:30]([CH3:32])[CH:31]=3)[CH:25]=[CH:26][C:21]2=[N:20][N:19]=1)[C:3]1[CH:4]=[CH:5][C:6]2[N:7]([CH:9]=[C:10]([NH2:12])[N:11]=2)[N:8]=1. The catalyst class is: 33.